Dataset: NCI-60 drug combinations with 297,098 pairs across 59 cell lines. Task: Regression. Given two drug SMILES strings and cell line genomic features, predict the synergy score measuring deviation from expected non-interaction effect. (1) Cell line: MALME-3M. Synergy scores: CSS=1.95, Synergy_ZIP=-7.60, Synergy_Bliss=-12.2, Synergy_Loewe=-18.2, Synergy_HSA=-9.48. Drug 1: COC1=NC(=NC2=C1N=CN2C3C(C(C(O3)CO)O)O)N. Drug 2: C1=CC=C(C=C1)NC(=O)CCCCCCC(=O)NO. (2) Drug 1: CC1OCC2C(O1)C(C(C(O2)OC3C4COC(=O)C4C(C5=CC6=C(C=C35)OCO6)C7=CC(=C(C(=C7)OC)O)OC)O)O. Drug 2: COC1=C2C(=CC3=C1OC=C3)C=CC(=O)O2. Cell line: SF-295. Synergy scores: CSS=44.2, Synergy_ZIP=-1.35, Synergy_Bliss=-0.491, Synergy_Loewe=-22.0, Synergy_HSA=-0.00755. (3) Drug 1: C1CC(=O)NC(=O)C1N2CC3=C(C2=O)C=CC=C3N. Drug 2: C(CCl)NC(=O)N(CCCl)N=O. Cell line: 786-0. Synergy scores: CSS=4.58, Synergy_ZIP=-4.09, Synergy_Bliss=-1.88, Synergy_Loewe=-0.691, Synergy_HSA=-0.685. (4) Drug 1: CC1C(C(=O)NC(C(=O)N2CCCC2C(=O)N(CC(=O)N(C(C(=O)O1)C(C)C)C)C)C(C)C)NC(=O)C3=C4C(=C(C=C3)C)OC5=C(C(=O)C(=C(C5=N4)C(=O)NC6C(OC(=O)C(N(C(=O)CN(C(=O)C7CCCN7C(=O)C(NC6=O)C(C)C)C)C)C(C)C)C)N)C. Drug 2: CNC(=O)C1=NC=CC(=C1)OC2=CC=C(C=C2)NC(=O)NC3=CC(=C(C=C3)Cl)C(F)(F)F. Cell line: NCI-H522. Synergy scores: CSS=11.9, Synergy_ZIP=-6.40, Synergy_Bliss=-13.4, Synergy_Loewe=-71.2, Synergy_HSA=-11.3. (5) Drug 1: C1CC(=O)NC(=O)C1N2CC3=C(C2=O)C=CC=C3N. Drug 2: CN1C2=C(C=C(C=C2)N(CCCl)CCCl)N=C1CCCC(=O)O.Cl. Cell line: NCIH23. Synergy scores: CSS=8.07, Synergy_ZIP=-2.57, Synergy_Bliss=1.39, Synergy_Loewe=1.27, Synergy_HSA=1.47. (6) Drug 1: CCCCC(=O)OCC(=O)C1(CC(C2=C(C1)C(=C3C(=C2O)C(=O)C4=C(C3=O)C=CC=C4OC)O)OC5CC(C(C(O5)C)O)NC(=O)C(F)(F)F)O. Drug 2: CN(CCCl)CCCl.Cl. Cell line: SR. Synergy scores: CSS=66.7, Synergy_ZIP=-0.932, Synergy_Bliss=-1.73, Synergy_Loewe=-2.63, Synergy_HSA=-0.807. (7) Drug 1: CC1=C(C(=O)C2=C(C1=O)N3CC4C(C3(C2COC(=O)N)OC)N4)N. Drug 2: N.N.Cl[Pt+2]Cl. Cell line: HS 578T. Synergy scores: CSS=33.2, Synergy_ZIP=-8.09, Synergy_Bliss=-3.21, Synergy_Loewe=3.24, Synergy_HSA=3.92. (8) Drug 1: C(=O)(N)NO. Drug 2: CNC(=O)C1=NC=CC(=C1)OC2=CC=C(C=C2)NC(=O)NC3=CC(=C(C=C3)Cl)C(F)(F)F. Cell line: MALME-3M. Synergy scores: CSS=4.25, Synergy_ZIP=-1.28, Synergy_Bliss=4.23, Synergy_Loewe=5.03, Synergy_HSA=5.03. (9) Drug 1: C1CCC(CC1)NC(=O)N(CCCl)N=O. Drug 2: C1=NC2=C(N1)C(=S)N=CN2. Cell line: NCI-H522. Synergy scores: CSS=22.2, Synergy_ZIP=-14.6, Synergy_Bliss=-12.4, Synergy_Loewe=-13.0, Synergy_HSA=-10.4.